This data is from Full USPTO retrosynthesis dataset with 1.9M reactions from patents (1976-2016). The task is: Predict the reactants needed to synthesize the given product. (1) Given the product [CH:2]1([C:5]2[N:6]=[CH:7][C:8]([C:11]3[CH:12]=[C:13]4[C:18](=[CH:19][N:20]=3)[CH2:17][N:16]([S:30]([CH2:29][C@@:22]3([CH3:21])[NH:23][C:24](=[O:28])[NH:25][C:26]3=[O:27])(=[O:31])=[O:32])[CH2:15][CH2:14]4)=[CH:9][N:10]=2)[CH2:4][CH2:3]1, predict the reactants needed to synthesize it. The reactants are: Cl.[CH:2]1([C:5]2[N:10]=[CH:9][C:8]([C:11]3[CH:12]=[C:13]4[C:18](=[CH:19][N:20]=3)[CH2:17][NH:16][CH2:15][CH2:14]4)=[CH:7][N:6]=2)[CH2:4][CH2:3]1.[CH3:21][C@@:22]1([CH2:29][S:30](Cl)(=[O:32])=[O:31])[C:26](=[O:27])[NH:25][C:24](=[O:28])[NH:23]1. (2) The reactants are: B(O)(O)[C:2]1[CH:3]=[CH:4][C:5]([O:8][CH3:9])=[CH:6][CH:7]=1.[CH3:12][O:13][C:14](=[O:34])[CH2:15][CH:16]([C:25]1[CH:33]=[C:32]2[C:28]([CH:29]=[CH:30][NH:31]2)=[CH:27][CH:26]=1)C1C=CC=C(OC)C=1. Given the product [CH3:12][O:13][C:14](=[O:34])[CH2:15][CH:16]([C:25]1[CH:33]=[C:32]2[C:28]([CH:29]=[CH:30][NH:31]2)=[CH:27][CH:26]=1)[C:2]1[CH:3]=[CH:4][C:5]([O:8][CH3:9])=[CH:6][CH:7]=1, predict the reactants needed to synthesize it. (3) The reactants are: [C:1]([C:3]1[CH:8]=[CH:7][C:6]([C:9]2[CH:14]=[CH:13][C:12]([OH:15])=[CH:11][CH:10]=2)=[CH:5][CH:4]=1)#[N:2].[CH2:16](Br)[CH:17]=[CH2:18].C(=O)([O-])[O-].[K+].[K+].CC(=O)CC. Given the product [CH2:18]([O:15][C:12]1[CH:13]=[CH:14][C:9]([C:6]2[CH:5]=[CH:4][C:3]([C:1]#[N:2])=[CH:8][CH:7]=2)=[CH:10][CH:11]=1)[CH:17]=[CH2:16], predict the reactants needed to synthesize it. (4) Given the product [CH3:12][O:11][C:10]1[C:2]([S:53][C:44]2[N:43]([CH2:42][C:41]3[CH:64]=[CH:65][C:38]([O:37][CH3:36])=[CH:39][CH:40]=3)[C:51]3[CH:50]=[CH:49][N:48]=[C:47]([NH2:52])[C:46]=3[N:45]=2)=[CH:3][C:4]2[O:8][CH2:7][O:6][C:5]=2[CH:9]=1, predict the reactants needed to synthesize it. The reactants are: I[C:2]1[C:10]([O:11][CH3:12])=[CH:9][C:5]2[O:6][CH2:7][O:8][C:4]=2[CH:3]=1.CC([O-])(C)C.[Na+].CC1C=CC2C=CC3C=CC(C)=NC=3C=2N=1.O.[CH3:36][O:37][C:38]1[CH:65]=[CH:64][C:41]([CH2:42][N:43]2[C:51]3[CH:50]=[CH:49][N:48]=[C:47]([NH2:52])[C:46]=3[N:45]=[C:44]2[S:53]C2C(C)=CC3OCOC=3C=2)=[CH:40][CH:39]=1. (5) Given the product [OH:2][C:3]1[CH:22]=[CH:21][C:6]2[N:7]([CH2:10][C:11]3[CH:12]=[C:13]([CH:18]=[CH:19][CH:20]=3)[C:14]([O:16][CH3:17])=[O:15])[CH:8]=[N:9][C:5]=2[CH:4]=1, predict the reactants needed to synthesize it. The reactants are: C[O:2][C:3]1[CH:22]=[CH:21][C:6]2[N:7]([CH2:10][C:11]3[CH:12]=[C:13]([CH:18]=[CH:19][CH:20]=3)[C:14]([O:16][CH3:17])=[O:15])[CH:8]=[N:9][C:5]=2[CH:4]=1.B(Br)(Br)Br. (6) Given the product [ClH:38].[NH2:1][C:2]1[N:10]=[CH:9][N:8]=[C:7]2[C:3]=1[N:4]([C:25]1[CH:30]=[CH:29][C:28]([O:31][C:32]3[CH:37]=[CH:36][CH:35]=[CH:34][CH:33]=3)=[CH:27][CH:26]=1)[C:5](=[O:24])[N:6]2[CH2:11][C@@H:12]1[CH2:16][CH2:15][CH2:14][NH:13]1, predict the reactants needed to synthesize it. The reactants are: [NH2:1][C:2]1[N:10]=[CH:9][N:8]=[C:7]2[C:3]=1[N:4]([C:25]1[CH:30]=[CH:29][C:28]([O:31][C:32]3[CH:37]=[CH:36][CH:35]=[CH:34][CH:33]=3)=[CH:27][CH:26]=1)[C:5](=[O:24])[N:6]2[CH2:11][C@@H:12]1[CH2:16][CH2:15][CH2:14][N:13]1C(OC(C)(C)C)=O.[ClH:38]. (7) The reactants are: [CH3:1][S:2]([C:5]1[CH:14]=[CH:13][C:8]([C:9]([O:11][CH3:12])=[O:10])=[C:7]([CH2:15]Br)[C:6]=1[F:17])(=[O:4])=[O:3].[CH3:18][S-:19].[Na+]. Given the product [CH3:1][S:2]([C:5]1[CH:14]=[CH:13][C:8]([C:9]([O:11][CH3:12])=[O:10])=[C:7]([CH2:15][S:19][CH3:18])[C:6]=1[F:17])(=[O:4])=[O:3], predict the reactants needed to synthesize it.